Dataset: Reaction yield outcomes from USPTO patents with 853,638 reactions. Task: Predict the reaction yield, written as a fraction of the theoretical maximum amount of product (1.0 means a 100% yield; for example, 0.34 means a 34% yield). The reactants are [CH3:1][C:2]([C:4]1[CH:9]=[CH:8][C:7]([O:10][CH3:11])=[C:6]([O:12][CH3:13])[CH:5]=1)=[O:3].[C:14]1([NH:20][C:21]2[N:28]=[CH:27][CH:26]=[CH:25][C:22]=2[CH:23]=O)[CH:19]=[CH:18][CH:17]=[CH:16][CH:15]=1.Cl. The catalyst is CO. The product is [CH3:13][O:12][C:6]1[CH:5]=[C:4]([C:2](=[O:3])/[CH:1]=[CH:23]/[C:22]2[C:21]([NH:20][C:14]3[CH:19]=[CH:18][CH:17]=[CH:16][CH:15]=3)=[N:28][CH:27]=[CH:26][CH:25]=2)[CH:9]=[CH:8][C:7]=1[O:10][CH3:11]. The yield is 0.900.